Dataset: Full USPTO retrosynthesis dataset with 1.9M reactions from patents (1976-2016). Task: Predict the reactants needed to synthesize the given product. Given the product [CH:14]([C:2]1[CH:11]=[CH:10][C:9]2[C:4](=[CH:5][CH:6]=[CH:7][CH:8]=2)[N:3]=1)=[CH2:15], predict the reactants needed to synthesize it. The reactants are: Cl[C:2]1[CH:11]=[CH:10][C:9]2[C:4](=[CH:5][CH:6]=[CH:7][CH:8]=2)[N:3]=1.N#N.[CH2:14]([Sn](CCCC)(CCCC)C=C)[CH2:15]CC.